From a dataset of Forward reaction prediction with 1.9M reactions from USPTO patents (1976-2016). Predict the product of the given reaction. (1) Given the reactants [CH2:1]([OH:8])[C:2]([NH2:7])([CH2:5][OH:6])[CH2:3][OH:4].[CH3:9][C:10]([O:13][C:14](O[C:14]([O:13][C:10]([CH3:12])([CH3:11])[CH3:9])=[O:15])=[O:15])([CH3:12])[CH3:11].CO[C:26](OC)([CH3:28])[CH3:27].O.C1(C)C=CC(S(O)(=O)=O)=CC=1, predict the reaction product. The product is: [OH:8][CH2:1][C:2]1([NH:7][C:14](=[O:15])[O:13][C:10]([CH3:12])([CH3:11])[CH3:9])[CH2:5][O:6][C:26]([CH3:28])([CH3:27])[O:4][CH2:3]1. (2) Given the reactants [F:1][CH2:2][CH2:3][CH2:4][CH2:5][O:6][C:7]1[CH:12]=[CH:11][C:10]([S:13]([N:16]([CH2:26][C:27]([OH:29])=O)[CH2:17][C:18]2[CH:23]=[CH:22][C:21]([O:24][CH3:25])=[CH:20][CH:19]=2)(=[O:15])=[O:14])=[CH:9][CH:8]=1.[CH:30]1C=CC2N(O)N=NC=2C=1.[CH3:40][O:41][C:42]([O:45][NH2:46])([CH3:44])[CH3:43], predict the reaction product. The product is: [F:1][CH2:2][CH2:3][CH2:4][CH2:5][O:6][C:7]1[CH:12]=[CH:11][C:10]([S:13]([N:16]([CH2:17][C:18]2[CH:23]=[CH:22][C:21]([O:24][CH3:25])=[CH:20][CH:19]=2)[CH2:26][C:27]([NH:46][O:45][C:42]([O:41][CH2:40][CH3:30])([CH3:44])[CH3:43])=[O:29])(=[O:15])=[O:14])=[CH:9][CH:8]=1. (3) Given the reactants O[CH:2]([C:13]1[CH:18]=[CH:17][CH:16]=[CH:15][CH:14]=1)[CH2:3][O:4][C:5]1[CH:10]=[C:9]([OH:11])[CH:8]=[CH:7][C:6]=1[OH:12], predict the reaction product. The product is: [C:13]1([CH:2]2[O:12][C:6]3[CH:7]=[CH:8][C:9]([OH:11])=[CH:10][C:5]=3[O:4][CH2:3]2)[CH:18]=[CH:17][CH:16]=[CH:15][CH:14]=1. (4) Given the reactants [F:1][C:2]1[CH:3]=[C:4]([NH:12][S:13]([C:16]2[N:21]=[CH:20][C:19](B(O)O)=[CH:18][CH:17]=2)(=[O:15])=[O:14])[CH:5]=[N:6][C:7]=1[C:8]([O:10]C)=[O:9].Br[C:26]1[N:31]=[CH:30][CH:29]=[CH:28][N:27]=1.C(=O)([O-])[O-].[Na+].[Na+].Cl, predict the reaction product. The product is: [F:1][C:2]1[C:7]([C:8]([OH:10])=[O:9])=[N:6][CH:5]=[C:4]([NH:12][S:13]([C:16]2[CH:17]=[CH:18][C:19]([C:26]3[N:31]=[CH:30][CH:29]=[CH:28][N:27]=3)=[CH:20][N:21]=2)(=[O:15])=[O:14])[CH:3]=1. (5) Given the reactants [CH3:1][O:2][CH2:3][C:4]([C:7]1[CH:12]=[CH:11][C:10]([NH2:13])=[CH:9][CH:8]=1)([CH3:6])[CH3:5].[CH3:14][O:15][C:16]1[CH:17]=[C:18]([CH:22]=[CH:23][C:24]=1[O:25][CH3:26])[C:19](Cl)=[O:20].C(N(CC)CC)C, predict the reaction product. The product is: [CH3:14][O:15][C:16]1[CH:17]=[C:18]([CH:22]=[CH:23][C:24]=1[O:25][CH3:26])[C:19]([NH:13][C:10]1[CH:9]=[CH:8][C:7]([C:4]([CH3:6])([CH3:5])[CH2:3][O:2][CH3:1])=[CH:12][CH:11]=1)=[O:20]. (6) Given the reactants [CH3:1][C:2]1[N:3]=[C:4]2[C:13]3[NH:12][CH:11]([C:14]4[CH:18]=[CH:17][S:16][CH:15]=4)[CH2:10][C:9](=[O:19])[C:8]=3[CH:7]=[CH:6][N:5]2[C:20]=1[CH3:21].[BH4-].[Na+].[Cl-].[NH4+], predict the reaction product. The product is: [OH:19][CH:9]1[C:8]2[CH:7]=[CH:6][N:5]3[C:20]([CH3:21])=[C:2]([CH3:1])[N:3]=[C:4]3[C:13]=2[NH:12][CH:11]([C:14]2[CH:18]=[CH:17][S:16][CH:15]=2)[CH2:10]1. (7) Given the reactants [CH3:1][C:2]([NH:13][C:14](=[O:23])[C:15]1[C:20]([F:21])=[CH:19][CH:18]=[CH:17][C:16]=1[F:22])([CH3:12])[C:3](=[O:11])[C:4]1[CH:9]=[CH:8][C:7](Cl)=[CH:6][CH:5]=1.[CH:24]1(B(O)O)[CH2:26][CH2:25]1.P([O-])([O-])([O-])=O.[K+].[K+].[K+].O, predict the reaction product. The product is: [CH:24]1([C:7]2[CH:8]=[CH:9][C:4]([C:3](=[O:11])[C:2]([NH:13][C:14](=[O:23])[C:15]3[C:20]([F:21])=[CH:19][CH:18]=[CH:17][C:16]=3[F:22])([CH3:12])[CH3:1])=[CH:5][CH:6]=2)[CH2:26][CH2:25]1. (8) Given the reactants [Cl:1][C:2]1[C:16]([Cl:17])=[CH:15][C:5]2[NH:6][C:7]([C:9](=O)[C:10]([F:13])([F:12])[F:11])=[N:8][C:4]=2[CH:3]=1.[CH2:18]([NH2:21])[CH2:19][NH2:20].O.C1(C)C=CC(S(O)(=O)=O)=CC=1, predict the reaction product. The product is: [Cl:1][C:2]1[C:16]([Cl:17])=[CH:15][C:5]2[NH:6][C:7]([C:9]3([C:10]([F:13])([F:12])[F:11])[NH:21][CH2:18][CH2:19][NH:20]3)=[N:8][C:4]=2[CH:3]=1. (9) Given the reactants Br[C:2]1[N:7]=[C:6]([NH:8][CH2:9][CH2:10][N:11]2[CH2:16][CH2:15][O:14][CH2:13][CH2:12]2)[C:5]([NH2:17])=[N:4][CH:3]=1.BrC1N=[C:21](N)[C:22](N)=NC=1.[O:27]1CCN(CCN)C[CH2:28]1.C(N(C(C)C)CC)(C)C.[CH2:45]([OH:49])[CH2:46][CH2:47][CH3:48], predict the reaction product. The product is: [OH:49][C:45]1[CH:22]=[CH:21][C:48]([C:2]2[N:7]=[C:6]3[N:8]([CH2:9][CH2:10][N:11]4[CH2:16][CH2:15][O:14][CH2:13][CH2:12]4)[C:28](=[O:27])[NH:17][C:5]3=[N:4][CH:3]=2)=[CH:47][CH:46]=1.